Dataset: Peptide-MHC class I binding affinity with 185,985 pairs from IEDB/IMGT. Task: Regression. Given a peptide amino acid sequence and an MHC pseudo amino acid sequence, predict their binding affinity value. This is MHC class I binding data. (1) The peptide sequence is NLDPDNKMSY. The MHC is HLA-A31:01 with pseudo-sequence HLA-A31:01. The binding affinity (normalized) is 0.0176. (2) The peptide sequence is TTTDGYAHV. The MHC is HLA-B15:01 with pseudo-sequence HLA-B15:01. The binding affinity (normalized) is 0.0847. (3) The MHC is HLA-A02:01 with pseudo-sequence HLA-A02:01. The binding affinity (normalized) is 0.619. The peptide sequence is GLLLLGLWGT. (4) The peptide sequence is FLKVPAQNA. The MHC is HLA-A02:03 with pseudo-sequence HLA-A02:03. The binding affinity (normalized) is 0.378. (5) The peptide sequence is SDHLISEML. The MHC is HLA-B40:02 with pseudo-sequence HLA-B40:02. The binding affinity (normalized) is 0.502. (6) The peptide sequence is FEIDKGIYQT. The MHC is HLA-B18:01 with pseudo-sequence HLA-B18:01. The binding affinity (normalized) is 0.190. (7) The peptide sequence is RIYRKGNPL. The MHC is HLA-C07:01 with pseudo-sequence HLA-C07:01. The binding affinity (normalized) is 0.0847.